This data is from Full USPTO retrosynthesis dataset with 1.9M reactions from patents (1976-2016). The task is: Predict the reactants needed to synthesize the given product. (1) The reactants are: [OH:1][C@@H:2]([C@H:4]1[C:25](=[O:26])[N:6]2[C@@H:7]([C:12]([O:14][CH2:15][C:16]3[CH:21]=[CH:20][C:19]([N+:22]([O-:24])=[O:23])=[CH:18][CH:17]=3)=[O:13])[C:8](=O)[C@H:9]([CH3:10])[C@H:5]12)[CH3:3].[CH3:27][S:28][C:29]1[N:36]2[C:32]([S:33][C:34]([Sn](CCCC)(CCCC)CCCC)=[CH:35]2)=[C:31]([S:50][CH3:51])[N:30]=1. Given the product [CH3:27][S:28][C:29]1[N:36]2[C:32]([S:33][C:34]([C:8]3[C@H:9]([CH3:10])[C@@H:5]4[C@@H:4]([C@H:2]([OH:1])[CH3:3])[C:25](=[O:26])[N:6]4[C:7]=3[C:12]([O:14][CH2:15][C:16]3[CH:21]=[CH:20][C:19]([N+:22]([O-:24])=[O:23])=[CH:18][CH:17]=3)=[O:13])=[CH:35]2)=[C:31]([S:50][CH3:51])[N:30]=1, predict the reactants needed to synthesize it. (2) Given the product [CH3:8][CH2:9][CH2:10][CH2:11][CH2:12][CH2:13][CH2:14][CH2:15][CH3:16].[CH3:18][CH2:17][CH2:16][CH2:15][CH2:14][CH2:13][CH2:12][CH2:11][CH2:10][CH2:9][CH3:8].[C:1](=[O:3])=[O:2], predict the reactants needed to synthesize it. The reactants are: [C:1](=[O:3])=[O:2].NC(N)=O.[CH3:8][CH2:9][CH2:10][CH2:11][CH2:12][CH2:13][CH2:14][CH2:15][CH2:16][CH2:17][CH2:18]CCCCC.